From a dataset of Full USPTO retrosynthesis dataset with 1.9M reactions from patents (1976-2016). Predict the reactants needed to synthesize the given product. (1) Given the product [CH:9]1([NH:12][C:13](=[O:31])[C:14]2[CH:19]=[CH:18][C:17]([CH3:20])=[C:16]([NH:21][C:22](=[O:30])[C:23]3[CH:24]=[CH:25][C:26]([O:8][CH2:7][C:2]4[N:3]=[CH:4][CH:5]=[CH:6][N:1]=4)=[CH:27][CH:28]=3)[CH:15]=2)[CH2:11][CH2:10]1, predict the reactants needed to synthesize it. The reactants are: [N:1]1[CH:6]=[CH:5][CH:4]=[N:3][C:2]=1[CH2:7][OH:8].[CH:9]1([NH:12][C:13](=[O:31])[C:14]2[CH:19]=[CH:18][C:17]([CH3:20])=[C:16]([NH:21][C:22](=[O:30])[C:23]3[CH:28]=[CH:27][C:26](O)=[CH:25][CH:24]=3)[CH:15]=2)[CH2:11][CH2:10]1. (2) Given the product [C:18]([NH:17][CH:16]([C:15]([N:11]1[CH2:12][CH2:13][CH2:14][C@H:10]1[C:9]([OH:31])=[O:8])=[O:30])[CH:26]([CH2:28][CH3:29])[CH3:27])(=[O:25])[C:19]1[CH:20]=[CH:21][CH:22]=[CH:23][CH:24]=1, predict the reactants needed to synthesize it. The reactants are: C([O:8][C:9](=[O:31])[C@@H:10]1[CH2:14][CH2:13][CH2:12][N:11]1[C:15](=[O:30])[CH:16]([CH:26]([CH2:28][CH3:29])[CH3:27])[NH:17][C:18](=[O:25])[C:19]1[CH:24]=[CH:23][CH:22]=[CH:21][CH:20]=1)C1C=CC=CC=1.[H][H]. (3) Given the product [C:51]12([O:61][CH2:62][CH2:63][O:64][CH2:65][CH2:66][O:67][CH2:68][CH2:69][O:70][CH2:71][CH2:72][O:73][CH2:74][CH2:75][NH2:2])[CH2:60][CH:55]3[CH2:56][CH:57]([CH2:59][CH:53]([CH2:54]3)[CH2:52]1)[CH2:58]2, predict the reactants needed to synthesize it. The reactants are: C(C1C=CC(N2C(=O)C(C)(C)N(CCCC(O)=O)C2=S)=CC=1C(F)(F)F)#[N:2].C(Cl)CCl.C1C=CC2N(O)N=NC=2C=1.CCN(C(C)C)C(C)C.[C:51]12([O:61][CH:62](N)[CH2:63][O:64][CH2:65][CH2:66][O:67][CH2:68][CH2:69][O:70][CH2:71][CH2:72][O:73][CH2:74][CH3:75])[CH2:60][CH:55]3[CH2:56][CH:57]([CH2:59][CH:53]([CH2:54]3)[CH2:52]1)[CH2:58]2. (4) Given the product [Cl:27][CH2:28][C:29]([NH:1][C:2]1[CH:7]=[CH:6][C:5]([C:8]2[CH:13]=[CH:12][N:11]=[C:10]([NH:14][C:15]3[CH:16]=[CH:17][C:18]([N:21]4[CH2:22][CH2:23][O:24][CH2:25][CH2:26]4)=[CH:19][CH:20]=3)[N:9]=2)=[CH:4][CH:3]=1)=[O:30], predict the reactants needed to synthesize it. The reactants are: [NH2:1][C:2]1[CH:7]=[CH:6][C:5]([C:8]2[CH:13]=[CH:12][N:11]=[C:10]([NH:14][C:15]3[CH:20]=[CH:19][C:18]([N:21]4[CH2:26][CH2:25][O:24][CH2:23][CH2:22]4)=[CH:17][CH:16]=3)[N:9]=2)=[CH:4][CH:3]=1.[Cl:27][CH2:28][C:29](Cl)=[O:30].